From a dataset of NCI-60 drug combinations with 297,098 pairs across 59 cell lines. Regression. Given two drug SMILES strings and cell line genomic features, predict the synergy score measuring deviation from expected non-interaction effect. (1) Drug 1: CC1=CC2C(CCC3(C2CCC3(C(=O)C)OC(=O)C)C)C4(C1=CC(=O)CC4)C. Drug 2: CS(=O)(=O)CCNCC1=CC=C(O1)C2=CC3=C(C=C2)N=CN=C3NC4=CC(=C(C=C4)OCC5=CC(=CC=C5)F)Cl. Cell line: NCI-H460. Synergy scores: CSS=4.39, Synergy_ZIP=-2.37, Synergy_Bliss=-4.98, Synergy_Loewe=0.442, Synergy_HSA=-6.08. (2) Drug 1: CCN(CC)CCNC(=O)C1=C(NC(=C1C)C=C2C3=C(C=CC(=C3)F)NC2=O)C. Drug 2: COCCOC1=C(C=C2C(=C1)C(=NC=N2)NC3=CC=CC(=C3)C#C)OCCOC.Cl. Cell line: MALME-3M. Synergy scores: CSS=12.3, Synergy_ZIP=-0.708, Synergy_Bliss=1.74, Synergy_Loewe=-18.5, Synergy_HSA=2.30. (3) Drug 1: CC1=C(C=C(C=C1)NC(=O)C2=CC=C(C=C2)CN3CCN(CC3)C)NC4=NC=CC(=N4)C5=CN=CC=C5. Drug 2: C1CN(P(=O)(OC1)NCCCl)CCCl. Cell line: NCI/ADR-RES. Synergy scores: CSS=-7.70, Synergy_ZIP=0.0758, Synergy_Bliss=-6.17, Synergy_Loewe=-9.77, Synergy_HSA=-8.68.